Regression. Given two drug SMILES strings and cell line genomic features, predict the synergy score measuring deviation from expected non-interaction effect. From a dataset of NCI-60 drug combinations with 297,098 pairs across 59 cell lines. (1) Cell line: K-562. Drug 1: CC1CCC2CC(C(=CC=CC=CC(CC(C(=O)C(C(C(=CC(C(=O)CC(OC(=O)C3CCCCN3C(=O)C(=O)C1(O2)O)C(C)CC4CCC(C(C4)OC)OCCO)C)C)O)OC)C)C)C)OC. Drug 2: C1CN1C2=NC(=NC(=N2)N3CC3)N4CC4. Synergy scores: CSS=34.9, Synergy_ZIP=-4.93, Synergy_Bliss=-1.24, Synergy_Loewe=1.34, Synergy_HSA=1.55. (2) Drug 1: CCC(=C(C1=CC=CC=C1)C2=CC=C(C=C2)OCCN(C)C)C3=CC=CC=C3.C(C(=O)O)C(CC(=O)O)(C(=O)O)O. Drug 2: CS(=O)(=O)CCNCC1=CC=C(O1)C2=CC3=C(C=C2)N=CN=C3NC4=CC(=C(C=C4)OCC5=CC(=CC=C5)F)Cl. Cell line: ACHN. Synergy scores: CSS=14.5, Synergy_ZIP=1.13, Synergy_Bliss=0.515, Synergy_Loewe=-10.4, Synergy_HSA=-0.655.